From a dataset of CYP2D6 inhibition data for predicting drug metabolism from PubChem BioAssay. Regression/Classification. Given a drug SMILES string, predict its absorption, distribution, metabolism, or excretion properties. Task type varies by dataset: regression for continuous measurements (e.g., permeability, clearance, half-life) or binary classification for categorical outcomes (e.g., BBB penetration, CYP inhibition). Dataset: cyp2d6_veith. (1) The molecule is O=C1c2ccccc2C(=O)N1CC(=O)N1c2ccccc2CCc2ccccc21. The result is 0 (non-inhibitor). (2) The drug is COc1ccc(CNc2nc(-c3ccc(C(=O)N(C)C)cc3)nc3ccccc23)c(OC)c1. The result is 0 (non-inhibitor). (3) The molecule is CC(C)CC(=O)Nc1ccccc1-c1nnn(CC(=O)N2CCc3ccccc3C2)n1. The result is 0 (non-inhibitor).